From a dataset of Forward reaction prediction with 1.9M reactions from USPTO patents (1976-2016). Predict the product of the given reaction. (1) The product is: [Cl:44][C:6]1[N:7]=[CH:8][CH:9]=[C:10]2[C:5]=1[N:4]=[CH:3][C:2]([C:53]#[N:49])=[CH:11]2. Given the reactants Cl[C:2]1[CH:3]=[N:4][C:5]2[C:6](=O)[NH:7][CH:8]=[CH:9][C:10]=2[CH:11]=1.C1(P(C2CCCCC2)C2C=CC=CC=2C2C(OC)=CC=CC=2OC)CCCCC1.P(Cl)(Cl)([Cl:44])=O.CC[N:49]([CH:53](C)C)C(C)C, predict the reaction product. (2) Given the reactants CC1(C)[O:6][CH:5]2[CH2:7][C:8]([CH3:21])([C:10]([NH:12][CH2:13][CH2:14][C:15]3[CH:20]=[CH:19][CH:18]=[CH:17][CH:16]=3)=[O:11])[CH2:9][CH:4]2[O:3]1.Cl, predict the reaction product. The product is: [OH:6][CH:5]1[CH:4]([OH:3])[CH2:9][C:8]([CH3:21])([C:10]([NH:12][CH2:13][CH2:14][C:15]2[CH:16]=[CH:17][CH:18]=[CH:19][CH:20]=2)=[O:11])[CH2:7]1.